Predict which catalyst facilitates the given reaction. From a dataset of Catalyst prediction with 721,799 reactions and 888 catalyst types from USPTO. (1) Product: [F:1][C:2]1[CH:3]=[CH:4][C:5]([C:8]2[N:9]=[C:10]([CH3:18])[S:11][C:12]=2[CH2:13][OH:14])=[CH:6][CH:7]=1. Reactant: [F:1][C:2]1[CH:7]=[CH:6][C:5]([C:8]2[N:9]=[C:10]([CH3:18])[S:11][C:12]=2[C:13](OCC)=[O:14])=[CH:4][CH:3]=1.[H-].[Al+3].[Li+].[H-].[H-].[H-].O.[OH-].[Na+]. The catalyst class is: 7. (2) Reactant: [CH2:1]([O:8][C:9]1[CH:14]=[CH:13][C:12]([N:15]([CH3:27])[C:16]([C:18]2[CH:19]=[CH:20][N:21]3[C:26]=2[CH2:25][CH2:24][CH2:23][CH2:22]3)=[O:17])=[CH:11][CH:10]=1)[C:2]1[CH:7]=[CH:6][CH:5]=[CH:4][CH:3]=1.[Br:28]N1C(=O)CCC1=O. Product: [CH2:1]([O:8][C:9]1[CH:14]=[CH:13][C:12]([N:15]([CH3:27])[C:16]([C:18]2[CH:19]=[C:20]([Br:28])[N:21]3[C:26]=2[CH2:25][CH2:24][CH2:23][CH2:22]3)=[O:17])=[CH:11][CH:10]=1)[C:2]1[CH:7]=[CH:6][CH:5]=[CH:4][CH:3]=1. The catalyst class is: 54. (3) Reactant: [Cl:1][C:2]1[CH:7]=[CH:6][C:5](/[CH:8]=[CH:9]/[CH2:10][CH2:11][CH2:12][C:13]#[C:14][C:15](=[O:17])[CH3:16])=[CH:4][CH:3]=1. The catalyst class is: 26. Product: [Cl:1][C:2]1[CH:3]=[C:4]2[C:5](=[CH:6][CH:7]=1)[CH:8]=[C:9]1[CH2:10][CH2:11][CH2:12][C:13]1=[C:14]2[C:15](=[O:17])[CH3:16]. (4) Reactant: [Br:1][C:2]1[CH:3]=[C:4]([C:9]([C:16]#[N:17])(C)[C:10](OCC)=O)[CH:5]=[C:6]([CH3:8])[CH:7]=1.Cl.C([O-])(O)=O.[Na+]. Product: [Br:1][C:2]1[CH:3]=[C:4]([CH:9]([CH3:10])[C:16]#[N:17])[CH:5]=[C:6]([CH3:8])[CH:7]=1. The catalyst class is: 155. (5) Reactant: [Cl:1][C:2]1[CH:11]=[CH:10][C:5]([C:6](OC)=[O:7])=[CH:4][C:3]=1[CH3:12].[H-].C([Al+]CC(C)C)C(C)C. Product: [Cl:1][C:2]1[CH:11]=[CH:10][C:5]([CH2:6][OH:7])=[CH:4][C:3]=1[CH3:12]. The catalyst class is: 2. (6) Reactant: [C:1](Cl)(=[O:8])[C:2]1[CH:7]=[CH:6][CH:5]=[CH:4][CH:3]=1.[NH2:10][CH:11]1[CH2:18][CH:17]2[CH:13]([CH2:14][C:15](=[O:19])[CH2:16]2)[CH2:12]1.C(N(CC)CC)C. Product: [O:19]=[C:15]1[CH2:16][CH:17]2[CH:13]([CH2:12][CH:11]([NH:10][C:1](=[O:8])[C:2]3[CH:7]=[CH:6][CH:5]=[CH:4][CH:3]=3)[CH2:18]2)[CH2:14]1. The catalyst class is: 2. (7) Reactant: [C:1]([C:3]1[CH:4]=[C:5]([CH2:9][C:10]([OH:12])=[O:11])[CH:6]=[CH:7][CH:8]=1)#[N:2].S(=O)(=O)(O)[OH:14]. Product: [NH2:2][C:1]([C:3]1[CH:4]=[C:5]([CH2:9][C:10]([OH:12])=[O:11])[CH:6]=[CH:7][CH:8]=1)=[O:14]. The catalyst class is: 55.